From a dataset of Full USPTO retrosynthesis dataset with 1.9M reactions from patents (1976-2016). Predict the reactants needed to synthesize the given product. (1) Given the product [C:15]([CH:14]1[CH2:13][N:12]2[C:8](=[N:9][C:10]3[C:23]([CH3:24])=[CH:22][CH:21]=[CH:20][C:11]=32)[C:4]2[CH:5]=[CH:6][CH:7]=[C:2]([Cl:1])[C:3]=2[O:19]1)([CH3:18])([CH3:17])[CH3:16], predict the reactants needed to synthesize it. The reactants are: [Cl:1][C:2]1[C:3]([N+]([O-])=O)=[C:4]([C:8]2[N:12]([CH2:13][CH:14]([OH:19])[C:15]([CH3:18])([CH3:17])[CH3:16])[C:11]3[CH:20]=[CH:21][CH:22]=[C:23]([CH3:24])[C:10]=3[N:9]=2)[CH:5]=[CH:6][CH:7]=1.[H-].[Na+]. (2) Given the product [F:24][C:25]1[CH:33]=[CH:32][CH:31]=[CH:30][C:26]=1[C:27]([N:17]1[C:9]2=[N:8][C:7]([N:1]3[CH2:6][CH2:5][O:4][CH2:3][CH2:2]3)=[CH:12][C:11](=[O:13])[N:10]2[CH2:14][CH2:15][C@H:16]1[C:18]([F:20])([F:21])[F:19])=[O:28], predict the reactants needed to synthesize it. The reactants are: [N:1]1([C:7]2[N:8]=[C:9]3[NH:17][C@H:16]([C:18]([F:21])([F:20])[F:19])[CH2:15][CH2:14][N:10]3[C:11](=[O:13])[CH:12]=2)[CH2:6][CH2:5][O:4][CH2:3][CH2:2]1.[H-].[Na+].[F:24][C:25]1[CH:33]=[CH:32][CH:31]=[CH:30][C:26]=1[C:27](Cl)=[O:28]. (3) Given the product [C:12]1([C:18]2[CH:19]=[CH:20][CH:21]=[CH:22][CH:23]=2)[CH:17]=[CH:16][C:15]([C:1]([C:2]2[CH:7]=[CH:6][CH:5]=[C:4]([O:8][CH3:9])[CH:3]=2)=[O:10])=[CH:14][CH:13]=1, predict the reactants needed to synthesize it. The reactants are: [C:1](Cl)(=[O:10])[C:2]1[CH:7]=[CH:6][CH:5]=[C:4]([O:8][CH3:9])[CH:3]=1.[C:12]1([C:18]2[CH:23]=[CH:22][CH:21]=[CH:20][CH:19]=2)[CH:17]=[CH:16][CH:15]=[CH:14][CH:13]=1.[Cl-].[Al+3].[Cl-].[Cl-].Cl. (4) Given the product [C:1]([O:5][C:6]([N:8]1[CH2:13][CH2:12][CH:11]([NH:14][C:31]([C:27]2[S:26][C:25]([Br:24])=[N:29][C:28]=2[CH3:30])=[O:32])[CH2:10][CH2:9]1)=[O:7])([CH3:4])([CH3:2])[CH3:3], predict the reactants needed to synthesize it. The reactants are: [C:1]([O:5][C:6]([N:8]1[CH2:13][CH2:12][CH:11]([NH2:14])[CH2:10][CH2:9]1)=[O:7])([CH3:4])([CH3:3])[CH3:2].C(N(C(C)C)CC)(C)C.[Br:24][C:25]1[S:26][C:27]([C:31](Cl)=[O:32])=[C:28]([CH3:30])[N:29]=1.C1N(P(N2CC2)(N2CC2)=S)C1.ClC(Cl)C. (5) Given the product [F:25][C:23]1[CH:22]=[C:21]([F:26])[CH:20]=[C:19]2[C:24]=1[C:15]([NH:14][C:3]1[C:2]([C:41]3[CH:42]=[CH:43][C:38]([S:35]([CH3:34])(=[O:37])=[O:36])=[CH:39][CH:40]=3)=[CH:7][N:6]=[C:5]([N:8]3[CH2:9][CH2:10][O:11][CH2:12][CH2:13]3)[CH:4]=1)=[C:16]([CH3:33])[C:17]([C:27]1[CH:32]=[CH:31][CH:30]=[CH:29][N:28]=1)=[N:18]2, predict the reactants needed to synthesize it. The reactants are: Br[C:2]1[C:3]([NH:14][C:15]2[C:24]3[C:19](=[CH:20][C:21]([F:26])=[CH:22][C:23]=3[F:25])[N:18]=[C:17]([C:27]3[CH:32]=[CH:31][CH:30]=[CH:29][N:28]=3)[C:16]=2[CH3:33])=[CH:4][C:5]([N:8]2[CH2:13][CH2:12][O:11][CH2:10][CH2:9]2)=[N:6][CH:7]=1.[CH3:34][S:35]([C:38]1[CH:43]=[CH:42][C:41](B(O)O)=[CH:40][CH:39]=1)(=[O:37])=[O:36].C1(P(C2CCCCC2)C2CCCCC2)CCCCC1.[O-]P([O-])([O-])=O.[K+].[K+].[K+]. (6) Given the product [CH2:1]([N:3]([C:13]#[N:12])[C:4]1[C:9]([CH3:10])=[CH:8][CH:7]=[CH:6][C:5]=1[CH3:11])[CH3:2], predict the reactants needed to synthesize it. The reactants are: [CH2:1]([NH:3][C:4]1[C:9]([CH3:10])=[CH:8][CH:7]=[CH:6][C:5]=1[CH3:11])[CH3:2].[N:12]#[C:13]Br. (7) Given the product [ClH:1].[Cl:16][C:13]1[CH:14]=[CH:15][C:10]([C:9]#[C:8][C:7]2[C:2]([NH:22][C:21]3[CH:23]=[CH:24][C:18]([OH:17])=[CH:19][CH:20]=3)=[N:3][CH:4]=[N:5][CH:6]=2)=[CH:11][CH:12]=1, predict the reactants needed to synthesize it. The reactants are: [Cl:1][C:2]1[C:7]([C:8]#[C:9][C:10]2[CH:15]=[CH:14][C:13]([Cl:16])=[CH:12][CH:11]=2)=[CH:6][N:5]=[CH:4][N:3]=1.[OH:17][C:18]1[CH:24]=[CH:23][C:21]([NH2:22])=[CH:20][CH:19]=1. (8) Given the product [C:1]([O:9][CH2:10][C@@H:11]1[C:15]([O:17][C:18](=[O:20])[CH3:19])([CH3:16])[C@:14]([F:22])([CH3:21])[CH:13]([N:23]2[CH:31]=[N:30][C:29]3[C:24]2=[N:25][CH:26]=[N:27][C:28]=3[NH:38][CH2:37][C:36]2[CH:39]=[CH:40][CH:41]=[C:34]([Cl:33])[CH:35]=2)[O:12]1)(=[O:8])[C:2]1[CH:7]=[CH:6][CH:5]=[CH:4][CH:3]=1, predict the reactants needed to synthesize it. The reactants are: [C:1]([O:9][CH2:10][C@@H:11]1[C:15]([O:17][C:18](=[O:20])[CH3:19])([CH3:16])[C@:14]([F:22])([CH3:21])[CH:13]([N:23]2[CH:31]=[N:30][C:29]3[C:24]2=[N:25][CH:26]=[N:27][C:28]=3Cl)[O:12]1)(=[O:8])[C:2]1[CH:7]=[CH:6][CH:5]=[CH:4][CH:3]=1.[Cl:33][C:34]1[CH:35]=[C:36]([CH:39]=[CH:40][CH:41]=1)[CH2:37][NH2:38].O.